From a dataset of Peptide-MHC class I binding affinity with 185,985 pairs from IEDB/IMGT. Regression. Given a peptide amino acid sequence and an MHC pseudo amino acid sequence, predict their binding affinity value. This is MHC class I binding data. (1) The peptide sequence is MPASWVMRI. The MHC is HLA-A26:01 with pseudo-sequence HLA-A26:01. The binding affinity (normalized) is 0.0847. (2) The peptide sequence is YLLEMLWRL. The MHC is HLA-A03:01 with pseudo-sequence HLA-A03:01. The binding affinity (normalized) is 0.0167. (3) The peptide sequence is SFQPVIDAI. The MHC is H-2-Kd with pseudo-sequence H-2-Kd. The binding affinity (normalized) is 1.00. (4) The peptide sequence is ALANTIEV. The MHC is HLA-A02:01 with pseudo-sequence HLA-A02:01. The binding affinity (normalized) is 0.335. (5) The binding affinity (normalized) is 0.773. The MHC is HLA-A02:06 with pseudo-sequence HLA-A02:06. The peptide sequence is FLFEMLKGV. (6) The peptide sequence is LSSKGLACYR. The MHC is HLA-A31:01 with pseudo-sequence HLA-A31:01. The binding affinity (normalized) is 0.822.